Predict the reactants needed to synthesize the given product. From a dataset of Full USPTO retrosynthesis dataset with 1.9M reactions from patents (1976-2016). (1) Given the product [CH3:23][O:24][CH2:2][C:3]1[CH:8]=[C:7]([C:9]2[CH:14]=[CH:13][C:12]([C:15]([F:16])([F:18])[F:17])=[CH:11][CH:10]=2)[C:6]([C:19]([OH:20])=[O:26])=[CH:5][CH:4]=1, predict the reactants needed to synthesize it. The reactants are: Br[CH2:2][C:3]1[CH:8]=[C:7]([C:9]2[CH:14]=[CH:13][C:12]([C:15]([F:18])([F:17])[F:16])=[CH:11][CH:10]=2)[C:6]([C:19](OC)=[O:20])=[CH:5][CH:4]=1.[CH3:23][O-:24].[Na+].[OH2:26]. (2) Given the product [CH:20]([O:19][C:17](=[O:18])[CH2:16][C@H:10]1[CH2:9][C@@H:8]([CH:7]=[O:6])[O:13][C:12]([CH3:14])([CH3:15])[O:11]1)([CH3:22])[CH3:21], predict the reactants needed to synthesize it. The reactants are: ClCl.CSC.[OH:6][CH2:7][C@H:8]1[O:13][C:12]([CH3:15])([CH3:14])[O:11][C@@H:10]([CH2:16][C:17]([O:19][CH:20]([CH3:22])[CH3:21])=[O:18])[CH2:9]1.C(N(CC)CC)C. (3) Given the product [C:38]([O:42][C:36]([NH:33][C:21]1[CH:25]=[CH:26][C:27]([N+:28]([O-:30])=[O:29])=[C:19]([F:18])[CH:20]=1)=[O:43])([CH3:41])([CH3:40])[CH3:39], predict the reactants needed to synthesize it. The reactants are: C1(P(N=[N+]=[N-])(C2C=CC=CC=2)=O)C=CC=CC=1.[F:18][C:19]1[CH:20]=[C:21]([CH:25]=[CH:26][C:27]=1[N+:28]([O-:30])=[O:29])C(O)=O.C([N:33]([CH2:36]C)CC)C.[C:38]([OH:42])([CH3:41])([CH3:40])[CH3:39].[O:43]1CCOCC1. (4) Given the product [Br:30][C:18]1[CH:19]=[CH:20][C:21]2[N:9]3[C:8]4[CH:7]=[CH:6][CH:5]=[CH:4][C:3]=4[C:2]([CH3:22])([CH3:1])[C:15]4[C:10]3=[C:11]([CH:12]=[CH:13][CH:14]=4)[C:16]=2[CH:17]=1, predict the reactants needed to synthesize it. The reactants are: [CH3:1][C:2]1([CH3:22])[C:15]2[C:10]3=[C:11]([C:16]4[CH:17]=[CH:18][CH:19]=[CH:20][C:21]=4[N:9]3[C:8]3[CH:7]=[CH:6][CH:5]=[CH:4][C:3]1=3)[CH:12]=[CH:13][CH:14]=2.C1C(=O)N([Br:30])C(=O)C1.O. (5) Given the product [CH2:9]([C:6]1[CH:7]=[CH:8][C:3]([CH:28]([C:24]2[CH:23]=[C:22]3[C:27](=[CH:26][CH:25]=2)[N:18]=[CH:19][CH:20]=[CH:21]3)[OH:29])=[CH:4][C:5]=1[CH3:13])[CH2:10][CH2:11][CH3:12], predict the reactants needed to synthesize it. The reactants are: [Mg].Br[C:3]1[CH:8]=[CH:7][C:6]([CH2:9][CH2:10][CH2:11][CH3:12])=[C:5]([CH3:13])[CH:4]=1.BrCCBr.[N:18]1[C:27]2[C:22](=[CH:23][C:24]([CH:28]=[O:29])=[CH:25][CH:26]=2)[CH:21]=[CH:20][CH:19]=1.[Cl-].[NH4+]. (6) Given the product [CH:36]([N:37]1[CH2:38][CH2:39][N:40]([NH:52][C:27]([CH:15]2[CH2:16][N:17]([C:20]([O:22][C:23]([CH3:25])([CH3:26])[CH3:24])=[O:21])[CH2:18][CH2:19][N:14]2[S:11]([C:5]2[CH:6]=[CH:7][C:8]([O:9][CH3:10])=[C:3]([O:2][CH3:1])[CH:4]=2)(=[O:13])=[O:12])=[O:29])[CH2:41][CH2:42]1)([C:30]1[CH:31]=[CH:32][CH:33]=[CH:34][CH:35]=1)[C:43]1[CH:48]=[CH:47][CH:46]=[CH:45][CH:44]=1, predict the reactants needed to synthesize it. The reactants are: [CH3:1][O:2][C:3]1[CH:4]=[C:5]([S:11]([N:14]2[CH2:19][CH2:18][N:17]([C:20]([O:22][C:23]([CH3:26])([CH3:25])[CH3:24])=[O:21])[CH2:16][CH:15]2[C:27]([OH:29])=O)(=[O:13])=[O:12])[CH:6]=[CH:7][C:8]=1[O:9][CH3:10].[C:30]1([CH:36]([C:43]2[CH:48]=[CH:47][CH:46]=[CH:45][CH:44]=2)[N:37]2[CH2:42][CH2:41][NH:40][CH2:39][CH2:38]2)[CH:35]=[CH:34][CH:33]=[CH:32][CH:31]=1.C([N:52](CC)C(C)C)(C)C.C1CN([P+](ON2N=NC3C=CC=CC2=3)(N2CCCC2)N2CCCC2)CC1.F[P-](F)(F)(F)(F)F.